From a dataset of Full USPTO retrosynthesis dataset with 1.9M reactions from patents (1976-2016). Predict the reactants needed to synthesize the given product. (1) Given the product [Cl:1][C:2]1[N:3]=[C:4]([CH3:31])[N:5]([CH2:8][C:9]2[S:24][C:12]3[N:13]([CH2:20][CH:21]([CH3:23])[CH3:22])[C:14](=[O:19])[N:15]([CH3:18])[C:16](=[O:17])[C:11]=3[C:10]=2[C:25]([NH:27][O:29][CH3:30])=[O:26])[C:6]=1[Cl:7], predict the reactants needed to synthesize it. The reactants are: [Cl:1][C:2]1[N:3]=[C:4]([CH3:31])[N:5]([CH2:8][C:9]2[S:24][C:12]3[N:13]([CH2:20][CH:21]([CH3:23])[CH3:22])[C:14](=[O:19])[N:15]([CH3:18])[C:16](=[O:17])[C:11]=3[C:10]=2[C:25]([N:27]([O:29][CH3:30])C)=[O:26])[C:6]=1[Cl:7].Cl.O(N)C. (2) Given the product [Cl:1][C:2]1[CH:3]=[CH:4][C:5]([S:8][C:9]2[O:13][C:12]([CH:14]3[CH2:16][CH2:15]3)=[N:11][C:10]=2[C:17]2[CH:18]=[CH:19][C:20]([CH:23]([OH:25])[CH3:24])=[N:21][CH:22]=2)=[N:6][CH:7]=1, predict the reactants needed to synthesize it. The reactants are: [Cl:1][C:2]1[CH:3]=[CH:4][C:5]([S:8][C:9]2[O:13][C:12]([CH:14]3[CH2:16][CH2:15]3)=[N:11][C:10]=2[C:17]2[CH:18]=[CH:19][C:20]([C:23](=[O:25])[CH3:24])=[N:21][CH:22]=2)=[N:6][CH:7]=1.[BH4-].[Na+].